Dataset: Catalyst prediction with 721,799 reactions and 888 catalyst types from USPTO. Task: Predict which catalyst facilitates the given reaction. Reactant: [NH:1]1[CH2:6][CH2:5][O:4][C:3]2[N:7]=[CH:8][C:9]([C:11]3[CH:16]=[CH:15][C:14]([C:17](=[O:19])[CH3:18])=[CH:13][CH:12]=3)=[CH:10][C:2]1=2.[Br:20][C:21]1[CH:22]=[C:23]([CH:27]=[C:28]([Br:32])[C:29]=1[O:30][CH3:31])[C:24](Cl)=[O:25].C(N(CC)CC)C.O. Product: [Br:20][C:21]1[CH:22]=[C:23]([CH:27]=[C:28]([Br:32])[C:29]=1[O:30][CH3:31])[C:24]([N:1]1[CH2:6][CH2:5][O:4][C:3]2[N:7]=[CH:8][C:9]([C:11]3[CH:16]=[CH:15][C:14]([C:17](=[O:19])[CH3:18])=[CH:13][CH:12]=3)=[CH:10][C:2]1=2)=[O:25]. The catalyst class is: 4.